This data is from Full USPTO retrosynthesis dataset with 1.9M reactions from patents (1976-2016). The task is: Predict the reactants needed to synthesize the given product. (1) Given the product [N:20]1([C:25]2[CH:26]=[C:27]([CH:30]=[CH:31][CH:32]=2)[CH2:28][N:1]2[CH:2]([C:10]3[C:15]([O:16][CH3:17])=[CH:14][CH:13]=[CH:12][C:11]=3[O:18][CH3:19])[CH2:3][CH2:4][CH2:5][C:6]2=[O:8])[CH:24]=[CH:23][N:22]=[N:21]1, predict the reactants needed to synthesize it. The reactants are: [NH2:1][CH:2]([C:10]1[C:15]([O:16][CH3:17])=[CH:14][CH:13]=[CH:12][C:11]=1[O:18][CH3:19])[CH2:3][CH2:4][CH2:5][C:6]([O:8]C)=O.[N:20]1([C:25]2[CH:26]=[C:27]([CH:30]=[CH:31][CH:32]=2)[CH:28]=O)[CH:24]=[CH:23][N:22]=[N:21]1. (2) Given the product [CH3:25][C:8]1[C:6]2[N:7]=[C:2]([C:36]3[CH:35]=[N:34][C:33]([NH2:32])=[N:38][CH:37]=3)[N:3]=[C:4]([N:26]3[CH2:31][CH2:30][O:29][CH2:28][CH2:27]3)[C:5]=2[S:10][C:9]=1[C:11]1[CH:16]=[CH:15][CH:14]=[C:13]([CH2:17][N:18]2[CH2:23][CH2:22][N:21]([CH3:24])[CH2:20][CH2:19]2)[CH:12]=1, predict the reactants needed to synthesize it. The reactants are: Cl[C:2]1[N:3]=[C:4]([N:26]2[CH2:31][CH2:30][O:29][CH2:28][CH2:27]2)[C:5]2[S:10][C:9]([C:11]3[CH:16]=[CH:15][CH:14]=[C:13]([CH2:17][N:18]4[CH2:23][CH2:22][N:21]([CH3:24])[CH2:20][CH2:19]4)[CH:12]=3)=[C:8]([CH3:25])[C:6]=2[N:7]=1.[NH2:32][C:33]1[N:38]=[CH:37][C:36](B2OC(C)(C)C(C)(C)O2)=[CH:35][N:34]=1. (3) Given the product [ClH:30].[CH3:1][O:2][C:3](=[O:29])[C:4]([CH3:28])([CH3:27])/[CH:5]=[CH:6]/[C:7]1[CH:16]=[C:15]2[C:10]([CH:11]=[CH:12][C:13]([C@H:17]([NH:19][CH3:26])[CH3:18])=[N:14]2)=[CH:9][CH:8]=1, predict the reactants needed to synthesize it. The reactants are: [CH3:1][O:2][C:3](=[O:29])[C:4]([CH3:28])([CH3:27])/[CH:5]=[CH:6]/[C:7]1[CH:16]=[C:15]2[C:10]([CH:11]=[CH:12][C:13]([C@H:17]([N:19]([CH3:26])[S@@](C(C)(C)C)=O)[CH3:18])=[N:14]2)=[CH:9][CH:8]=1.[ClH:30]. (4) Given the product [OH:16][CH2:15][C@H:14]1[N:9]2[C:10]3[C:11](=[C:2]([C:19]#[N:20])[CH:3]=[N:4][C:5]=3[CH:6]=[CH:7][C:8]2=[O:17])[O:12][CH2:13]1, predict the reactants needed to synthesize it. The reactants are: Br[C:2]1[CH:3]=[N:4][C:5]2[CH:6]=[CH:7][C:8](=[O:17])[N:9]3[C@H:14]([CH2:15][OH:16])[CH2:13][O:12][C:11]=1[C:10]=23.[Cu][C:19]#[N:20]. (5) Given the product [NH2:1][C:2]1[C:7]([F:8])=[C:6]([Cl:9])[N:5]=[C:4]([C:10]([O:12][CH3:13])=[O:11])[C:3]=1/[CH:18]=[CH:17]/[Si:16]([CH3:33])([CH3:32])[CH3:15], predict the reactants needed to synthesize it. The reactants are: [NH2:1][C:2]1[C:7]([F:8])=[C:6]([Cl:9])[N:5]=[C:4]([C:10]([O:12][CH3:13])=[O:11])[C:3]=1I.[CH3:15][Si:16]([CH3:33])([CH3:32])/[CH:17]=[CH:18]/[Sn](CCCC)(CCCC)CCCC. (6) Given the product [CH3:1][C:2]1[C:6]([CH2:7][N:8]2[CH:12]=[C:11]([N:13]3[C:17](=[O:18])[CH2:16][N:15]([CH2:22][C:23]4[CH:24]=[C:25]([CH:35]=[CH:36][CH:37]=4)[CH2:26][NH:27][C:28](=[O:34])[O:29][C:30]([CH3:33])([CH3:31])[CH3:32])[C:14]3=[O:19])[CH:10]=[N:9]2)=[C:5]([CH3:20])[O:4][N:3]=1, predict the reactants needed to synthesize it. The reactants are: [CH3:1][C:2]1[C:6]([CH2:7][N:8]2[CH:12]=[C:11]([N:13]3[C:17](=[O:18])[CH2:16][NH:15][C:14]3=[O:19])[CH:10]=[N:9]2)=[C:5]([CH3:20])[O:4][N:3]=1.O[CH2:22][C:23]1[CH:24]=[C:25]([CH:35]=[CH:36][CH:37]=1)[CH2:26][NH:27][C:28](=[O:34])[O:29][C:30]([CH3:33])([CH3:32])[CH3:31].N(C(OCC)=O)=NC(OCC)=O.